This data is from Reaction yield outcomes from USPTO patents with 853,638 reactions. The task is: Predict the reaction yield, written as a fraction of the theoretical maximum amount of product (1.0 means a 100% yield; for example, 0.34 means a 34% yield). (1) The reactants are [OH:1][CH2:2][C:3]1[CH:4]=[C:5]([CH:10]=[CH:11][N:12]=1)[C:6]([O:8][CH3:9])=[O:7].[C:13]1(O)[CH:18]=[CH:17][CH:16]=[CH:15][CH:14]=1.C1(P(C2C=CC=CC=2)C2C=CC=CC=2)C=CC=CC=1.N(/C(OC(C)C)=O)=N\C(OC(C)C)=O. The catalyst is C1COCC1. The product is [O:1]([CH2:2][C:3]1[CH:4]=[C:5]([CH:10]=[CH:11][N:12]=1)[C:6]([O:8][CH3:9])=[O:7])[C:13]1[CH:18]=[CH:17][CH:16]=[CH:15][CH:14]=1. The yield is 0.820. (2) The reactants are [C:1]([C:5]1[CH:6]=[C:7]([NH:27][S:28]([CH3:31])(=[O:30])=[O:29])[C:8]([O:25][CH3:26])=[C:9]([NH:11][C:12]([C:14]2[N:15]([CH3:24])[C:16]3[C:21]([CH:22]=2)=[CH:20][CH:19]=[CH:18][C:17]=3[NH2:23])=[O:13])[CH:10]=1)([CH3:4])([CH3:3])[CH3:2].[N:32]1([C:38](Cl)=[O:39])[CH2:37][CH2:36][O:35][CH2:34][CH2:33]1.C(N(C(C)C)CC)(C)C. The catalyst is CCN(CC)CC. The product is [C:1]([C:5]1[CH:6]=[C:7]([NH:27][S:28]([CH3:31])(=[O:29])=[O:30])[C:8]([O:25][CH3:26])=[C:9]([NH:11][C:12]([C:14]2[N:15]([CH3:24])[C:16]3[C:21]([CH:22]=2)=[CH:20][CH:19]=[CH:18][C:17]=3[NH:23][C:38]([N:32]2[CH2:37][CH2:36][O:35][CH2:34][CH2:33]2)=[O:39])=[O:13])[CH:10]=1)([CH3:4])([CH3:2])[CH3:3]. The yield is 0.190. (3) The reactants are [CH3:1][C:2]1[N:3]([CH2:21][C:22]([O:24][CH2:25][CH3:26])=[O:23])[C:4]2[CH2:5][C:6]([CH3:20])([CH3:19])[CH2:7][C:8](=[O:18])[C:9]=2[C:10]=1[S:11][C:12]1[CH:17]=[CH:16][CH:15]=[CH:14][CH:13]=1.[Cl:27][S:28](O)(=[O:30])=[O:29].C(OCC)(=O)C. The catalyst is ClCCl. The product is [Cl:27][S:28]([C:15]1[CH:14]=[CH:13][C:12]([S:11][C:10]2[C:9]3[C:8](=[O:18])[CH2:7][C:6]([CH3:20])([CH3:19])[CH2:5][C:4]=3[N:3]([CH2:21][C:22]([O:24][CH2:25][CH3:26])=[O:23])[C:2]=2[CH3:1])=[CH:17][CH:16]=1)(=[O:30])=[O:29]. The yield is 0.850. (4) The reactants are [I:1][C:2]1[CH:7]=[C:6]([N:8]2[CH2:13][CH2:12][N:11]([CH3:14])[CH2:10][CH2:9]2)[N:5]=[CH:4][C:3]=1[NH2:15].C(N(CC)C(C)C)(C)C.[F:25][C:26]([F:44])([F:43])[C:27]1[CH:28]=[C:29]([C:37]([CH3:42])([CH3:41])[C:38](Cl)=[O:39])[CH:30]=[C:31]([C:33]([F:36])([F:35])[F:34])[CH:32]=1. The catalyst is ClCCl. The product is [F:25][C:26]([F:43])([F:44])[C:27]1[CH:28]=[C:29]([C:37]([CH3:41])([CH3:42])[C:38]([NH:15][C:3]2[CH:4]=[N:5][C:6]([N:8]3[CH2:13][CH2:12][N:11]([CH3:14])[CH2:10][CH2:9]3)=[CH:7][C:2]=2[I:1])=[O:39])[CH:30]=[C:31]([C:33]([F:34])([F:35])[F:36])[CH:32]=1. The yield is 1.00.